This data is from Catalyst prediction with 721,799 reactions and 888 catalyst types from USPTO. The task is: Predict which catalyst facilitates the given reaction. (1) Reactant: [CH3:1][O:2][C:3]1[CH:4]=[C:5]2[C:9](=[CH:10][C:11]=1[OH:12])[N:8]([CH3:13])[CH:7]=[C:6]2[C:14]1[N:22]([S:23]([C:26]2[CH:31]=[CH:30][C:29]([CH3:32])=[CH:28][CH:27]=2)(=[O:25])=[O:24])[C:17]2=[N:18][CH:19]=[CH:20][CH:21]=[C:16]2[CH:15]=1.[H-].[Na+].Br[CH2:36][CH2:37][Cl:38].C1CCCCC1.C(OCC)(=O)C. Product: [Cl:38][CH2:37][CH2:36][O:12][C:11]1[CH:10]=[C:9]2[C:5]([C:6]([C:14]3[N:22]([S:23]([C:26]4[CH:27]=[CH:28][C:29]([CH3:32])=[CH:30][CH:31]=4)(=[O:25])=[O:24])[C:17]4=[N:18][CH:19]=[CH:20][CH:21]=[C:16]4[CH:15]=3)=[CH:7][N:8]2[CH3:13])=[CH:4][C:3]=1[O:2][CH3:1]. The catalyst class is: 255. (2) Reactant: [Na].[NH:2]1[C:6]([C:7](=O)[CH3:8])=[CH:5][CH:4]=[N:3]1.[C:10]([O:17][CH2:18][CH3:19])(=[O:16])[C:11](OCC)=O.Cl.[NH2:21][NH2:22].[OH-].[Na+]. Product: [NH:21]1[C:11]([C:10]([O:17][CH2:18][CH3:19])=[O:16])=[CH:8][C:7]([C:6]2[NH:2][N:3]=[CH:4][CH:5]=2)=[N:22]1. The catalyst class is: 97. (3) Reactant: C(N(CC)CC)C.[Br:8][C:9]1[O:13][C:12]([CH:14]=O)=[CH:11][CH:10]=1.Cl.[CH3:17][O:18][C:19](=[O:22])[CH2:20][NH2:21].C([BH3-])#N.[Na+].C(=O)(O)[O-].[Na+]. Product: [Br:8][C:9]1[O:13][C:12]([CH2:14][NH:21][CH2:20][C:19]([O:18][CH3:17])=[O:22])=[CH:11][CH:10]=1. The catalyst class is: 4. (4) Reactant: [C:1]([O:5][C:6]([N:8]1[CH2:17][C:16]2[N:12]([C:13]([CH:18]3[CH2:23][CH2:22][C:21](=[O:24])[CH2:20][CH2:19]3)=[N:14][N:15]=2)[C:11]2[CH:25]=[CH:26][C:27]([Cl:29])=[CH:28][C:10]=2[CH2:9]1)=[O:7])([CH3:4])([CH3:3])[CH3:2].[C:30]1([CH3:38])[CH:35]=[CH:34][CH:33]=[CH:32][C:31]=1[Mg]Cl. Product: [C:1]([O:5][C:6]([N:8]1[CH2:17][C:16]2[N:12]([C:13]([CH:18]3[CH2:19][CH2:20][C:21]([OH:24])([C:31]4[CH:32]=[CH:33][CH:34]=[CH:35][C:30]=4[CH3:38])[CH2:22][CH2:23]3)=[N:14][N:15]=2)[C:11]2[CH:25]=[CH:26][C:27]([Cl:29])=[CH:28][C:10]=2[CH2:9]1)=[O:7])([CH3:4])([CH3:2])[CH3:3]. The catalyst class is: 7. (5) Product: [CH3:24][S:25]([OH:28])(=[O:27])=[O:26].[CH3:1][S:2]([C:5]1[C:6]([S:18]([F:22])([F:23])([F:19])([F:20])[F:21])=[CH:7][C:8]([CH3:17])=[C:9]([CH:16]=1)[C:10]([NH:12][C:13]([NH2:15])=[NH:14])=[O:11])(=[O:4])=[O:3]. Reactant: [CH3:1][S:2]([C:5]1[C:6]([S:18]([F:23])([F:22])([F:21])([F:20])[F:19])=[CH:7][C:8]([CH3:17])=[C:9]([CH:16]=1)[C:10]([NH:12][C:13]([NH2:15])=[NH:14])=[O:11])(=[O:4])=[O:3].[CH3:24][S:25]([OH:28])(=[O:27])=[O:26]. The catalyst class is: 6. (6) Reactant: [CH2:1]([C:5]1[N:6]([CH2:18][CH2:19][CH2:20][NH:21]C(=O)OC(C)(C)C)[C:7]2[C:16]3[CH:15]=[CH:14][CH:13]=[CH:12][C:11]=3[N:10]=[CH:9][C:8]=2[N:17]=1)[CH2:2][CH2:3][CH3:4].[ClH:29]. Product: [ClH:29].[CH2:1]([C:5]1[N:6]([CH2:18][CH2:19][CH2:20][NH2:21])[C:7]2[C:16]3[CH:15]=[CH:14][CH:13]=[CH:12][C:11]=3[N:10]=[CH:9][C:8]=2[N:17]=1)[CH2:2][CH2:3][CH3:4]. The catalyst class is: 12. (7) Reactant: CC([N:5]([CH2:9][CH:10]([NH:18][C:19]([C:21]1[S:22][C:23]([C:29]2[N:33]([CH3:34])[N:32]=[CH:31][CH:30]=2)=[C:24]([Br:28])[C:25]=1[O:26][CH3:27])=[O:20])[CH2:11][C:12]1[CH:17]=[CH:16][CH:15]=[CH:14][CH:13]=1)C(=O)[O-])(C)C. Product: [NH2:5][CH2:9][CH:10]([NH:18][C:19]([C:21]1[S:22][C:23]([C:29]2[N:33]([CH3:34])[N:32]=[CH:31][CH:30]=2)=[C:24]([Br:28])[C:25]=1[O:26][CH3:27])=[O:20])[CH2:11][C:12]1[CH:13]=[CH:14][CH:15]=[CH:16][CH:17]=1. The catalyst class is: 137.